From a dataset of Drug-target binding data from BindingDB using IC50 measurements. Regression. Given a target protein amino acid sequence and a drug SMILES string, predict the binding affinity score between them. We predict pIC50 (pIC50 = -log10(IC50 in M); higher means more potent). Dataset: bindingdb_ic50. (1) The compound is NCC(c1ccc(C(F)(F)F)cc1)N1CCN(c2ncnc(N)c2F)CC1. The target protein sequence is MRRRRRRDGFYPAPDFRDREAEDMAGVFDIDLDQPEDAGSEDELEEGGQLNESMDHGGVGPYELGMEHCEKFEISETSVNRGPEKIRPECFELLRVLGKGGYGKVFQVRKVTGANTGKIFAMKVLKKAMIVRNAKDTAHTKAERNILEEVKHPFIVDLIYAFQTGGKLYLILEYLSGGELFMQLEREGIFMEDTACFYLAEISMALGHLHQKGIIYRDLKPENIMLNHQGHVKLTDFGLCKESIHDGTVTHTFCGTIEYMAPEILMRSGHNRAVDWWSLGALMYDMLTGAPPFTGENRKKTIDKILKCKLNLPPYLTQEARDLLKKLLKRNAASRLGAGPGDAGEVQAHPFFRHINWEELLARKVEPPFKPLLQSEEDVSQFDSKFTRQTPVDSPDDSTLSESANQVFLGFEYVAPSVLESVKEKFSFEPKIRSPRRFIGSPRTPVSPVKFSPGDFWGRGASASTANPQTPVEYPMETSGIEQMDVTMSGEASAPLPIRQ.... The pIC50 is 6.4. (2) The small molecule is CCCCCC(=O)N[C@H]1CCSC1=O. The target protein (P12746) has sequence MKNINADDTYRIINKIKACRSNNDINQCLSDMTKMVHCEYYLLAIIYPHSMVKSDISILDNYPKKWRQYYDDANLIKYDPIVDYSNSNHSPINWNIFENNAVNKKSPNVIKEAKTSGLITGFSFPIHTANNGFGMLSFAHSEKDNYIDSLFLHACMNIPLIVPSLVDNYRKINIANNKSNNDLTKREKECLAWACEGKSSWDISKILGCSERTVTFHLTNAQMKLNTTNRCQSISKAILTGAIDCPYFKN. The pIC50 is 6.1. (3) The small molecule is CNCCCN1c2ccccc2CCc2ccccc21. The target protein (Q60857) has sequence METTPLNSQKVLSECKDKEDCQENGVLQKGVPTPADKAGPGQISNGYSAVPSTSAGDEAPHSTPAATTTLVAEIHQGERETWGKKMDFLLSVIGYAVDLGNIWRFPYICYQNGGGAFLLPYTIMAIFGGIPLFYMELALGQYHRNGCISIWKKICPIFKGIGYAICIIAFYIASYYNTIIAWALYYLISSFTDQLPWTSCKNSWNTGNCTNYFAQDNITWTLHSTSPAEEFYLRHVLQIHQSKGLQDLGTISWQLALCIMLIFTIIYFSIWKGVKTSGKVVWVTATFPYIVLSVLLVRGATLPGAWRGVVFYLKPNWQKLLETGVWVDAAAQIFFSLGPGFGVLLAFASYNKFNNNCYQDALVTSVVNCMTSFVSGFVIFTVLGYMAEMRNEDVSEVAKDAGPSLLFITYAEAIANMPASTFFAIIFFLMLITLGLDSTFAGLEGVITAVLDEFPHIWAKRREWFVLIVVITCILGSLLTLTSGGAYVVTLLEEYATGPA.... The pIC50 is 5.0. (4) The drug is Cc1ccc(CNC(=O)c2ccc3nc(COc4ccc(C56CC7CC(CC(C7)C5)C6)cc4)[nH]c3c2)o1. The target protein sequence is MGDRGGAGSSRRRRTGSRVSVQGGSGPKVEEDEVREAAVSPDLGAGGDAPAPAPAPAHTRDKDRQTSVGDGHWELRCHRLQDSLFSSDSGFSNYRGILNWCVVMLILSNARLSLENLIKYGILVDPIQVVSLFLKDPYSWPAPCLIIASNIFIVATFQIEKRLSVGALTEQMGLLLHVVNLATIICFPAAVALLVESITPVGSLFALASYSIIFLKLSSYRDVNLWCRQRRVKAKAVSAGKKVSGAAAQNTVSYPDNLTYRDLYYFIFAPTLCYELNFPRSPRIRKRFLLRRVLEMLFFTQLQVGLIQQWMVPTIQNSMKPFKDMDYSRIIERLLKLAVPNHLIWLIFFYWLFHSCLNAVAELLQFGDREFYRDWWNAESVTYFWQNWNIPVHKWCIRHFYKPMLRLGSNKWMARTGVFWASAFFHEYLVSIPLRMFRLWAFTAMMAQVPLAWIVNRFFQGNYGNAAVWVTLIIGQPVAVLMYVHDYYVLNYDAPVGA. The pIC50 is 4.9. (5) The target protein (P51449) has sequence MDRAPQRQHRASRELLAAKKTHTSQIEVIPCKICGDKSSGIHYGVITCEGCKGFFRRSQRCNAAYSCTRQQNCPIDRTSRNRCQHCRLQKCLALGMSRDAVKFGRMSKKQRDSLHAEVQKQLQQRQQQQQEPVVKTPPAGAQGADTLTYTLGLPDGQLPLGSSPDLPEASACPPGLLKASGSGPSYSNNLAKAGLNGASCHLEYSPERGKAEGRESFYSTGSQLTPDRCGLRFEEHRHPGLGELGQGPDSYGSPSFRSTPEAPYASLTEIEHLVQSVCKSYRETCQLRLEDLLRQRSNIFSREEVTGYQRKSMWEMWERCAHHLTEAIQYVVEFAKRLSGFMELCQNDQIVLLKAGAMEVVLVRMCRAYNADNRTVFFEGKYGGMELFRALGCSELISSIFDFSHSLSALHFSEDEIALYTALVLINAHRPGLQEKRKVEQLQYNLELAFHHHLCKTHRQSILAKLPPKGKLRSLCSQHVERLQIFQHLHPIVVQAAFPP.... The small molecule is CC(=O)N1CCN(C(=O)[C@@H]2CC[C@@](c3ccc(C(OCc4c(F)cccc4F)(C(F)(F)F)C(F)(F)F)cc3)(S(=O)(=O)c3ccc(F)cc3)C2)CC1. The pIC50 is 6.9. (6) The drug is CC(Oc1ccccc1)C(=O)Nc1ccc(Cl)cc1. The target protein sequence is SNMGTKNIGKGLTFEDILLVPNYSEVLPREVSLETKLTKNVSLKIPLISSAMDTVTEHLMAVGMARLGGIGIIHKNMDMESQVNEVLKVKNWISNLEKNESTPDQNLDKESTDGKDTKSNNNIDAYSNENLDNKGRLRVGAAIGVNEIERAKLLVEAGVDVIVLDSAHGHSLNIIRTLKEIKSKMNIDVIVGNVVTEEATKELIENGADGIKVGIGPGSICTTRIVAGVGVPQITAIEKCSSVASKFGIPIIADGGIRYSGDIGKALAVGASSVMIGSILAGTEESPGEKELIGDTVYKYYRGMGSVGAMKSGSGDRYFQEKRPENKMVPEGIEGRVKYKGEMEGVVYQLVGGLRSCMGYLGSASIEELWKKSSYVEITTSGLRESHVHDVEIVKEVMNYSK. The pIC50 is 5.5. (7) The small molecule is C[C@]1(/C=C\c2ccccn2)[C@H](C(=O)[O-])N2C(=O)C[C@H]2S1(=O)=O. The target protein (P02919) has sequence MAGNDREPIGRKGKPTRPVKQKVSRRRYEDDDDYDDYDDYEDEEPMPRKGKGKGKGRKPRGKRGWLWLLLKLAIVFAVLIAIYGVYLDQKIRSRIDGKVWQLPAAVYGRMVNLEPDMTISKNEMVKLLEATQYRQVSKMTRPGEFTVQANSIEMIRRPFDFPDSKEGQVRARLTFDGDHLATIVNMENNRQFGFFRLDPRLITMISSPNGEQRLFVPRSGFPDLLVDTLLATEDRHFYEHDGISLYSIGRAVLANLTAGRTVQGASTLTQQLVKNLFLSSERSYWRKANEAYMALIMDARYSKDRILELYMNEVYLGQSGDNEIRGFPLASLYYFGRPVEELSLDQQALLVGMVKGASIYNPWRNPKLALERRNLVLRLLQQQQIIDQELYDMLSARPLGVQPRGGVISPQPAFMQLVRQELQAKLGDKVKDLSGVKIFTTFDSVAQDAAEKAAVEGIPALKKQRKLSDLETAIVVVDRFSGEVRAMVGGSEPQFAGYNR.... The pIC50 is 2.0. (8) The compound is CC=CC(=O)C1=C(OC)OC(C)(/C=C/C=C/C(C)O)C1=O. The target protein (Q6R3M4) has sequence MEPLHAGAAGSSRAVCSQGPPTQISSSRVIVHVDLDCFYAQVEMISNPELKDRPLGVQQKYLVVTCNYEARKLGVRKLMNVRDAKEKCPQLVLVNGEDLSRYREMSYKVTELLEEFSPAVERLGFDENFVDLTEMVEKRLQQLPSEEVPSVTVFGHVYNNQSVNLHNIMHRRLVVGSQIAAEMREAMYNQLGLTGCAGVAPNKLLAKLVSGVFKPNQQTVLLPESCQHLIHSLNHIKEIPGIGYKTAKRLEVLGINSVHDLQTFPIKTLEKELGIAIAQRIQQLSFGEDKSPVTPSGPPQSFSEEDTFKKCSSEVEAKAKIEELLSSLLTRVCQDGRKPHTVRLVIRRYSDKHCNRESRQCPIPSHVIQKLGTGNHDSMPPLIDILMKLFRNMVNVKMPFHLTLMSVCFCNLKALSSAKKGPMDCYLTSLSTPAYTDKRAFKVKDTHTEDSHKEKEANWDCLPSRRIESTGTGESPLDATCFPKEKDTSDLPLQALPEGV.... The pIC50 is 4.7.